From a dataset of Forward reaction prediction with 1.9M reactions from USPTO patents (1976-2016). Predict the product of the given reaction. Given the reactants Cl.[N:2]1([C:8]2[CH:9]=[CH:10][CH:11]=[C:12]3[C:17]=2[NH:16][C:15](=[O:18])[CH:14]=[CH:13]3)[CH2:7][CH2:6][NH:5][CH2:4][CH2:3]1.[O:19]=[C:20]1[NH:29][C:28]2[N:27]=[C:26]([O:30][CH2:31][CH2:32][CH2:33][CH:34]=O)[CH:25]=[CH:24][C:23]=2[CH2:22][CH2:21]1, predict the reaction product. The product is: [O:18]=[C:15]1[CH:14]=[CH:13][C:12]2[C:17](=[C:8]([N:2]3[CH2:7][CH2:6][N:5]([CH2:34][CH2:33][CH2:32][CH2:31][O:30][C:26]4[N:27]=[C:28]5[C:23]([CH2:22][CH2:21][C:20](=[O:19])[NH:29]5)=[CH:24][CH:25]=4)[CH2:4][CH2:3]3)[CH:9]=[CH:10][CH:11]=2)[NH:16]1.